From a dataset of Reaction yield outcomes from USPTO patents with 853,638 reactions. Predict the reaction yield, written as a fraction of the theoretical maximum amount of product (1.0 means a 100% yield; for example, 0.34 means a 34% yield). The reactants are [N:12]1[C:14]2[C:5](=[CH:6][CH:7]=[C:8]3[C:13]=2[N:12]=[CH:14][CH:5]=[CH:6]3)[CH:7]=[CH:8][CH:13]=1.[C:15]([O-:18])([O-])=O.[Cs+].[Cs+].I[C:22]1[CH:28]=CC(N)=C[CH:23]=1. The catalyst is [Cu]I.C(O)CCC. The product is [CH2:15]([O:18][C:6]1[CH:5]=[CH:14][C:13]([NH2:12])=[CH:8][CH:7]=1)[CH2:23][CH2:22][CH3:28]. The yield is 0.400.